The task is: Predict the reaction yield, written as a fraction of the theoretical maximum amount of product (1.0 means a 100% yield; for example, 0.34 means a 34% yield).. This data is from Reaction yield outcomes from USPTO patents with 853,638 reactions. (1) The reactants are [CH3:1][O:2][C:3](=[O:29])[C:4]1[CH:9]=[CH:8][C:7]([NH:10][C:11](=[O:28])[CH:12]([C:19]2[CH:24]=[CH:23][C:22]([N+:25]([O-])=O)=[CH:21][CH:20]=2)[CH2:13][CH:14]2[CH2:18][CH2:17][CH2:16][CH2:15]2)=[N:6][CH:5]=1.[H][H]. The catalyst is C(OCC)(=O)C.[Pd]. The product is [CH3:1][O:2][C:3](=[O:29])[C:4]1[CH:9]=[CH:8][C:7]([NH:10][C:11](=[O:28])[CH:12]([C:19]2[CH:20]=[CH:21][C:22]([NH2:25])=[CH:23][CH:24]=2)[CH2:13][CH:14]2[CH2:15][CH2:16][CH2:17][CH2:18]2)=[N:6][CH:5]=1. The yield is 0.947. (2) The reactants are [Br:1][C:2]1[CH:14]=[CH:13][C:5]2[S:6][C:7]([C:10](=[O:12])[CH3:11])=[C:8]([CH3:9])[C:4]=2[CH:3]=1.[CH3:15][N:16]([CH:18](OC)OC)[CH3:17]. No catalyst specified. The product is [Br:1][C:2]1[CH:14]=[CH:13][C:5]2[S:6][C:7]([C:10](=[O:12])/[CH:11]=[CH:15]/[N:16]([CH3:18])[CH3:17])=[C:8]([CH3:9])[C:4]=2[CH:3]=1. The yield is 0.590. (3) The reactants are [N+:1]([C:4]1[CH:5]=[C:6]2[C:10](=[CH:11][CH:12]=1)[NH:9][CH:8]=[C:7]2[C:13]1[CH2:18][CH2:17][N:16](C(OC(C)(C)C)=O)[CH2:15][CH:14]=1)([O-:3])=[O:2].Cl.[C:27]([O-])(O)=O.[Na+]. The catalyst is CO.O1CCOCC1.C(Cl)Cl. The product is [CH3:27][N:9]1[C:10]2[C:6](=[CH:5][C:4]([N+:1]([O-:3])=[O:2])=[CH:12][CH:11]=2)[C:7]([C:13]2[CH2:18][CH2:17][NH:16][CH2:15][CH:14]=2)=[CH:8]1. The yield is 0.857. (4) The reactants are [Cl:1][C:2]1[CH:7]=[CH:6][C:5]([C:8]2[C:12]3[CH2:13][N:14]([C:17](=[O:19])[CH3:18])[CH2:15][CH2:16][C:11]=3[N:10]([CH2:20][CH2:21][CH2:22]Cl)[N:9]=2)=[CH:4][CH:3]=1.[F:24][C:25]1[CH:30]=[CH:29][CH:28]=[CH:27][C:26]=1[N:31]1[CH2:36][CH2:35][NH:34][CH2:33][CH2:32]1.C([O-])([O-])=O.[K+].[K+].CO.CCOC(C)=O. The catalyst is CC#N.[N+](CCCC)(CCCC)(CCCC)CCCC.[I-]. The product is [Cl:1][C:2]1[CH:7]=[CH:6][C:5]([C:8]2[C:12]3[CH2:13][N:14]([C:17](=[O:19])[CH3:18])[CH2:15][CH2:16][C:11]=3[N:10]([CH2:20][CH2:21][CH2:22][N:34]3[CH2:33][CH2:32][N:31]([C:26]4[CH:27]=[CH:28][CH:29]=[CH:30][C:25]=4[F:24])[CH2:36][CH2:35]3)[N:9]=2)=[CH:4][CH:3]=1. The yield is 0.410. (5) The reactants are P(Cl)(Cl)(Cl)=O.[CH2:6]([N:13]([CH:21]([CH3:23])[CH3:22])[C:14]1[CH:19]=[N:18][CH:17]=[C:16]([Cl:20])[N:15]=1)[C:7]1[CH:12]=[CH:11][CH:10]=[CH:9][CH:8]=1.O.CN([CH:28]=[O:29])C. No catalyst specified. The product is [CH2:6]([N:13]([CH:21]([CH3:23])[CH3:22])[C:14]1[N:15]=[C:16]([Cl:20])[C:17]([CH:28]=[O:29])=[N:18][CH:19]=1)[C:7]1[CH:8]=[CH:9][CH:10]=[CH:11][CH:12]=1. The yield is 0.700.